From a dataset of Catalyst prediction with 721,799 reactions and 888 catalyst types from USPTO. Predict which catalyst facilitates the given reaction. (1) Reactant: [CH2:1]([O:3][C:4](=[O:31])[CH:5]([OH:30])[CH2:6][C:7]1[CH:12]=[CH:11][C:10]([CH2:13][CH2:14][N:15]([C:23]([O:25][C:26]([CH3:29])([CH3:28])[CH3:27])=[O:24])[CH2:16][CH2:17][CH2:18][CH2:19][CH2:20][CH2:21][CH3:22])=[CH:9][CH:8]=1)[CH3:2].[CH2:32](Br)[C:33]1[CH:38]=[CH:37][CH:36]=[CH:35][CH:34]=1. Product: [CH2:1]([O:3][C:4](=[O:31])[CH:5]([O:30][CH2:32][C:33]1[CH:38]=[CH:37][CH:36]=[CH:35][CH:34]=1)[CH2:6][C:7]1[CH:12]=[CH:11][C:10]([CH2:13][CH2:14][N:15]([C:23]([O:25][C:26]([CH3:29])([CH3:28])[CH3:27])=[O:24])[CH2:16][CH2:17][CH2:18][CH2:19][CH2:20][CH2:21][CH3:22])=[CH:9][CH:8]=1)[CH3:2]. The catalyst class is: 6. (2) Reactant: Cl[CH2:2][C:3]([C:5]1[C:6]([F:18])=[CH:7][N:8]=[C:9]2[C:14]=1[N:13]=[C:12]([O:15]C)[C:11]([F:17])=[CH:10]2)=[CH2:4].[I-].[Na+]. Product: [F:18][C:6]1[CH:7]=[N:8][C:9]2[CH:10]=[C:11]([F:17])[C:12](=[O:15])[N:13]3[CH2:2][C:3](=[CH2:4])[C:5]=1[C:14]=23. The catalyst class is: 10. (3) Reactant: Br[CH2:2][C:3]([NH:5][C:6]1[CH:11]=[CH:10][C:9]([S:12]([N:15]([C:17]2[CH:36]=[CH:35][C:20]3[N:21]([CH2:28][CH:29]4[CH2:34][CH2:33][CH2:32][CH2:31][CH2:30]4)[C:22]([C:24]([CH3:27])([CH3:26])[CH3:25])=[N:23][C:19]=3[CH:18]=2)[CH3:16])(=[O:14])=[O:13])=[CH:8][CH:7]=1)=[O:4].[NH:37]1[CH2:42][CH2:41][O:40][CH2:39][CH2:38]1. Product: [C:24]([C:22]1[N:21]([CH2:28][CH:29]2[CH2:34][CH2:33][CH2:32][CH2:31][CH2:30]2)[C:20]2[CH:35]=[CH:36][C:17]([N:15]([CH3:16])[S:12]([C:9]3[CH:10]=[CH:11][C:6]([NH:5][C:3](=[O:4])[CH2:2][N:37]4[CH2:42][CH2:41][O:40][CH2:39][CH2:38]4)=[CH:7][CH:8]=3)(=[O:14])=[O:13])=[CH:18][C:19]=2[N:23]=1)([CH3:27])([CH3:26])[CH3:25]. The catalyst class is: 3. (4) Reactant: [C:1]([CH2:3][C@H:4]1[CH2:15][CH2:14][C:13]2[S:12][C:11]3[N:10]=[CH:9][N:8]=[C:7]([O:16][CH:17]4[CH2:22][CH2:21][C:20]([NH:24][C:25](=[O:31])[O:26][C:27]([CH3:30])([CH3:29])[CH3:28])([CH3:23])[CH2:19][CH2:18]4)[C:6]=3[C:5]1=2)#[N:2].[OH:32][Li].O.OO. The catalyst class is: 5. Product: [C:1]([CH2:3][C@H:4]1[CH2:15][CH2:14][C:13]2[S:12][C:11]3[N:10]=[CH:9][N:8]=[C:7]([O:16][CH:17]4[CH2:18][CH2:19][C:20]([NH:24][C:25](=[O:31])[O:26][C:27]([CH3:30])([CH3:29])[CH3:28])([CH3:23])[CH2:21][CH2:22]4)[C:6]=3[C:5]1=2)(=[O:32])[NH2:2]. (5) Reactant: [Br:1][C:2]1[CH:14]=[N:13][C:12]2[C:11]3[CH:10]=[CH:9][C:8]([S:15][CH3:16])=[CH:7][C:6]=3[NH:5][C:4]=2[CH:3]=1.C1C(=O)N(Br)C(=[O:20])C1. Product: [Br:1][C:2]1[CH:14]=[N:13][C:12]2[C:11]3[CH:10]=[CH:9][C:8]([S:15]([CH3:16])=[O:20])=[CH:7][C:6]=3[NH:5][C:4]=2[CH:3]=1. The catalyst class is: 20. (6) Reactant: [CH:1]1([C@H:4]([OH:6])[CH3:5])[CH2:3][CH2:2]1.[H-].[Na+].[CH2:9]([N:16]1[CH2:22][C:21]2[N:23]=[CH:24][C:25](Cl)=[N:26][C:20]=2[O:19][CH2:18][CH2:17]1)[C:10]1[CH:15]=[CH:14][CH:13]=[CH:12][CH:11]=1.C1C=CC(P(C2C(C3C(P(C4C=CC=CC=4)C4C=CC=CC=4)=CC=C4C=3C=CC=C4)=C3C(C=CC=C3)=CC=2)C2C=CC=CC=2)=CC=1. Product: [CH2:9]([N:16]1[CH2:22][C:21]2[N:23]=[CH:24][C:25]([O:6][C@@H:4]([CH:1]3[CH2:3][CH2:2]3)[CH3:5])=[N:26][C:20]=2[O:19][CH2:18][CH2:17]1)[C:10]1[CH:11]=[CH:12][CH:13]=[CH:14][CH:15]=1. The catalyst class is: 491.